Dataset: Forward reaction prediction with 1.9M reactions from USPTO patents (1976-2016). Task: Predict the product of the given reaction. (1) Given the reactants [N+:1]([C:4]1[CH:11]=[CH:10][C:7]([CH:8]=[O:9])=[CH:6][CH:5]=1)([O-:3])=[O:2].S([CH2:22][N+:23]#[C-:24])(C1C=CC(C)=CC=1)(=O)=O.C(=O)([O-])[O-].[K+].[K+], predict the reaction product. The product is: [N+:1]([C:4]1[CH:5]=[CH:6][C:7]([C:8]2[O:9][CH:24]=[N:23][CH:22]=2)=[CH:10][CH:11]=1)([O-:3])=[O:2]. (2) Given the reactants [Cl:1][C:2]1[CH:3]=[C:4]([C:10]2([C:24]([F:27])([F:26])[F:25])[CH2:14][C:13]([C:15]3[CH:20]=[CH:19][C:18]([C@@H:21]([NH2:23])[CH3:22])=[CH:17][CH:16]=3)=[CH:12][O:11]2)[CH:5]=[C:6]([Cl:9])[C:7]=1[Cl:8].CCN(CC)CC.[CH:35]1([C:38](Cl)=[O:39])[CH2:37][CH2:36]1, predict the reaction product. The product is: [Cl:9][C:6]1[CH:5]=[C:4]([C:10]2([C:24]([F:26])([F:25])[F:27])[CH2:14][C:13]([C:15]3[CH:16]=[CH:17][C:18]([C@@H:21]([NH:23][C:38]([CH:35]4[CH2:37][CH2:36]4)=[O:39])[CH3:22])=[CH:19][CH:20]=3)=[CH:12][O:11]2)[CH:3]=[C:2]([Cl:1])[C:7]=1[Cl:8]. (3) Given the reactants C[N+]1([O-])CCOCC1.[Cl:9][CH2:10][C:11](Cl)=[O:12].[Br:14][C:15]1[CH:24]=[CH:23][C:18]([C:19]([NH:21][NH2:22])=[O:20])=[CH:17][CH:16]=1, predict the reaction product. The product is: [Br:14][C:15]1[CH:24]=[CH:23][C:18]([C:19]([NH:21][NH:22][C:11](=[O:12])[CH2:10][Cl:9])=[O:20])=[CH:17][CH:16]=1.